This data is from Peptide-MHC class I binding affinity with 185,985 pairs from IEDB/IMGT. The task is: Regression. Given a peptide amino acid sequence and an MHC pseudo amino acid sequence, predict their binding affinity value. This is MHC class I binding data. (1) The peptide sequence is YIKFIFLQM. The MHC is HLA-B08:01 with pseudo-sequence HLA-B08:01. The binding affinity (normalized) is 0.801. (2) The binding affinity (normalized) is 0.769. The MHC is HLA-A24:02 with pseudo-sequence HLA-A24:02. The peptide sequence is NYADRRWCF. (3) The peptide sequence is SMNYPNSYK. The MHC is HLA-A02:19 with pseudo-sequence HLA-A02:19. The binding affinity (normalized) is 0.0847.